This data is from Forward reaction prediction with 1.9M reactions from USPTO patents (1976-2016). The task is: Predict the product of the given reaction. (1) Given the reactants C(ON=O)(C)(C)C.[Br-:8].[CH3:9][O:10][C:11]1[C:20]([CH3:21])=[CH:19][C:14]2[N:15]=[C:16](N)[S:17][C:13]=2[CH:12]=1, predict the reaction product. The product is: [Br:8][C:16]1[S:17][C:13]2[CH:12]=[C:11]([O:10][CH3:9])[C:20]([CH3:21])=[CH:19][C:14]=2[N:15]=1. (2) Given the reactants [C:1]([O:5][C:6]([N:8]1[CH2:13][CH2:12][N:11]([C:14]([C:16]2[CH:21]=[CH:20][C:19](B(O)O)=[CH:18][CH:17]=2)=[O:15])[CH2:10][CH2:9]1)=[O:7])([CH3:4])([CH3:3])[CH3:2].[CH3:25][C:26]1[NH:30][C:29]2[CH:31]=[CH:32][CH:33]=[CH:34][C:28]=2[N:27]=1.N1C=CC=CC=1, predict the reaction product. The product is: [CH3:25][C:26]1[N:30]([C:19]2[CH:20]=[CH:21][C:16]([C:14]([N:11]3[CH2:12][CH2:13][N:8]([C:6]([O:5][C:1]([CH3:4])([CH3:3])[CH3:2])=[O:7])[CH2:9][CH2:10]3)=[O:15])=[CH:17][CH:18]=2)[C:29]2[CH:31]=[CH:32][CH:33]=[CH:34][C:28]=2[N:27]=1. (3) Given the reactants [CH3:1][O:2][C:3]1[CH:4]=[C:5]([CH:9]=[CH:10][C:11]=1[O:12][CH2:13][C:14]1[CH:19]=[CH:18][CH:17]=[CH:16][CH:15]=1)[C:6](Cl)=[O:7].[NH2:20][C:21]1[CH:22]=[C:23]([NH:28][C:29](=[O:39])[C:30]2[CH:35]=[CH:34][CH:33]=[C:32]([N:36]([CH3:38])[CH3:37])[CH:31]=2)[CH:24]=[CH:25][C:26]=1[CH3:27], predict the reaction product. The product is: [CH3:38][N:36]([CH3:37])[C:32]1[CH:31]=[C:30]([CH:35]=[CH:34][CH:33]=1)[C:29]([NH:28][C:23]1[CH:24]=[CH:25][C:26]([CH3:27])=[C:21]([NH:20][C:6](=[O:7])[C:5]2[CH:9]=[CH:10][C:11]([O:12][CH2:13][C:14]3[CH:19]=[CH:18][CH:17]=[CH:16][CH:15]=3)=[C:3]([O:2][CH3:1])[CH:4]=2)[CH:22]=1)=[O:39]. (4) The product is: [CH3:1][O:2][C:3]([C:5]1[N:6]([C:19]2[CH:24]=[CH:23][CH:22]=[CH:21][CH:20]=2)[C:7]2[C:12]([C:13](=[O:17])[C:14]=1[CH2:15][N:31]1[CH:32]=[CH:33][C:28]([C:27]([O:26][CH3:25])=[O:35])=[CH:29][C:30]1=[O:34])=[CH:11][CH:10]=[C:9]([Cl:18])[CH:8]=2)=[O:4]. Given the reactants [CH3:1][O:2][C:3]([C:5]1[N:6]([C:19]2[CH:24]=[CH:23][CH:22]=[CH:21][CH:20]=2)[C:7]2[C:12]([C:13](=[O:17])[C:14]=1[CH2:15]Br)=[CH:11][CH:10]=[C:9]([Cl:18])[CH:8]=2)=[O:4].[CH3:25][O:26][C:27](=[O:35])[C:28]1[CH:33]=[CH:32][N:31]=[C:30]([OH:34])[CH:29]=1.C(=O)([O-])[O-].[K+].[K+], predict the reaction product.